This data is from Peptide-MHC class I binding affinity with 185,985 pairs from IEDB/IMGT. The task is: Regression. Given a peptide amino acid sequence and an MHC pseudo amino acid sequence, predict their binding affinity value. This is MHC class I binding data. (1) The peptide sequence is LEFEALGFL. The MHC is HLA-B44:03 with pseudo-sequence HLA-B44:03. The binding affinity (normalized) is 0.213. (2) The peptide sequence is LSFKELLVY. The MHC is HLA-A29:02 with pseudo-sequence HLA-A29:02. The binding affinity (normalized) is 0.960. (3) The binding affinity (normalized) is 0.0847. The peptide sequence is LELAEITAE. The MHC is HLA-A02:19 with pseudo-sequence HLA-A02:19. (4) The MHC is HLA-A29:02 with pseudo-sequence HLA-A29:02. The binding affinity (normalized) is 0. The peptide sequence is KAGQYVTIW. (5) The peptide sequence is MIEEVMRSRW. The MHC is HLA-B53:01 with pseudo-sequence HLA-B53:01. The binding affinity (normalized) is 0.528. (6) The peptide sequence is ECFVRSSPA. The MHC is H-2-Db with pseudo-sequence H-2-Db. The binding affinity (normalized) is 0. (7) The peptide sequence is KELENEYYF. The MHC is HLA-A26:01 with pseudo-sequence HLA-A26:01. The binding affinity (normalized) is 0.0847.